From a dataset of Catalyst prediction with 721,799 reactions and 888 catalyst types from USPTO. Predict which catalyst facilitates the given reaction. (1) Reactant: [CH3:1][C:2]([CH3:31])([CH3:30])[C:3]#[C:4][C:5]1[S:9][C:8]([C:10]([OH:12])=[O:11])=[C:7]([N:13]([C@H:23]2[CH2:28][CH2:27][C@H:26]([OH:29])[CH2:25][CH2:24]2)[C:14]([C@H:16]2[CH2:21][CH2:20][C@H:19]([CH3:22])[CH2:18][CH2:17]2)=[O:15])[CH:6]=1.[Cl:32][C:33]1[N:34]=[N:35][C:36](Cl)=[CH:37][CH:38]=1.[H-].[Na+].C(OCC)(=O)C. Product: [CH3:31][C:2]([CH3:30])([CH3:1])[C:3]#[C:4][C:5]1[S:9][C:8]([C:10]([OH:12])=[O:11])=[C:7]([N:13]([C:14]([C@H:16]2[CH2:21][CH2:20][C@H:19]([CH3:22])[CH2:18][CH2:17]2)=[O:15])[C@H:23]2[CH2:28][CH2:27][C@H:26]([O:29][C:36]3[N:35]=[N:34][C:33]([Cl:32])=[CH:38][CH:37]=3)[CH2:25][CH2:24]2)[CH:6]=1. The catalyst class is: 3. (2) Product: [Cl:10][CH2:11][CH2:12][CH2:13][O:14][C:15]1[CH:24]=[C:23]2[C:18]([C:19]([NH:25][C:26]3[CH:30]=[C:29]([CH2:31][C:32]([NH:4][C:3]4[CH:5]=[CH:6][CH:7]=[C:8]([F:9])[C:2]=4[F:1])=[O:33])[NH:28][N:27]=3)=[N:20][CH:21]=[N:22]2)=[CH:17][CH:16]=1. Reactant: [F:1][C:2]1[C:8]([F:9])=[CH:7][CH:6]=[CH:5][C:3]=1[NH2:4].[Cl:10][CH2:11][CH2:12][CH2:13][O:14][C:15]1[CH:24]=[C:23]2[C:18]([C:19]([NH:25][C:26]3[CH:30]=[C:29]([CH2:31][C:32](O)=[O:33])[NH:28][N:27]=3)=[N:20][CH:21]=[N:22]2)=[CH:17][CH:16]=1.P(Cl)(Cl)(Cl)=O.CCOCC. The catalyst class is: 300.